Task: Predict which catalyst facilitates the given reaction.. Dataset: Catalyst prediction with 721,799 reactions and 888 catalyst types from USPTO (1) Reactant: [C:1]([OH:12])(=O)[CH:2]([C:5]1[CH:10]=[CH:9][CH:8]=[CH:7][CH:6]=1)[CH2:3][OH:4].[NH:13]1[CH2:17][CH2:16][CH2:15][CH2:14]1.C1C=NC2N(O)N=NC=2C=1.CCN=C=NCCCN(C)C.Cl. Product: [OH:4][CH2:3][CH:2]([C:5]1[CH:6]=[CH:7][CH:8]=[CH:9][CH:10]=1)[C:1]([N:13]1[CH2:17][CH2:16][CH2:15][CH2:14]1)=[O:12]. The catalyst class is: 18. (2) Reactant: [C:1]([C:3]1[C:8]([C:9]2[N:13](S(C3C=CC=CC=3)(=O)=O)[CH:12]=[C:11]([CH2:23][N:24]([CH3:32])[C:25](=[O:31])[O:26][C:27]([CH3:30])([CH3:29])[CH3:28])[C:10]=2[F:33])=[CH:7][CH:6]=[CH:5][N:4]=1)#[N:2].O1CCCC1.[OH-].[Na+]. Product: [C:1]([C:3]1[C:8]([C:9]2[NH:13][CH:12]=[C:11]([CH2:23][N:24]([CH3:32])[C:25](=[O:31])[O:26][C:27]([CH3:29])([CH3:30])[CH3:28])[C:10]=2[F:33])=[CH:7][CH:6]=[CH:5][N:4]=1)#[N:2]. The catalyst class is: 5. (3) Reactant: [CH3:1][O:2][C:3]1[CH:4]=[C:5]2[C:10](=[CH:11][C:12]=1[O:13][CH3:14])[N:9]=[CH:8][NH:7][C:6]2=[O:15].C1C=CC2N=CN[C:22](=[O:23])[C:20]=2C=1.BrCCO.C(=O)([O-])[O-].[K+].[K+]. Product: [OH:23][CH2:22][CH2:20][N:7]1[C:6](=[O:15])[C:5]2[C:10](=[CH:11][C:12]([O:13][CH3:14])=[C:3]([O:2][CH3:1])[CH:4]=2)[N:9]=[CH:8]1. The catalyst class is: 21.